From a dataset of Reaction yield outcomes from USPTO patents with 853,638 reactions. Predict the reaction yield, written as a fraction of the theoretical maximum amount of product (1.0 means a 100% yield; for example, 0.34 means a 34% yield). (1) The yield is 0.650. The catalyst is C1(C)C=CC=CC=1. The product is [CH:1]1[CH:9]=[CH:8][C:7]2[CH2:10][CH2:11][N:5]3[C:6]=2[C:2]=1[C@H:3]1[CH2:15][N:14]([CH2:17][CH2:18][CH2:19][C:20]([C:22]2[CH:23]=[CH:24][C:25]([F:28])=[CH:26][CH:27]=2)=[O:21])[CH2:13][CH2:12][C@H:4]13. The reactants are [CH:1]1[CH:9]=[CH:8][C:7]2[CH2:10][CH2:11][N:5]3[C:6]=2[C:2]=1[C@H:3]1[CH2:15][NH:14][CH2:13][CH2:12][C@H:4]13.Cl[CH2:17][CH2:18][CH2:19][C:20]([C:22]1[CH:27]=[CH:26][C:25]([F:28])=[CH:24][CH:23]=1)=[O:21].C(N(CC)CC)C.O1CCOCC1. (2) The reactants are [N+]([C:4]1[CH:9]=[C:8]([N+:10]([O-])=O)[C:7]([C:13]([F:16])([F:15])[F:14])=[CH:6][C:5]=1/[CH:17]=[CH:18]/[N:19](C)C)([O-])=O. The catalyst is [Ni].C(O)C. The product is [F:16][C:13]([F:14])([F:15])[C:7]1[CH:6]=[C:5]2[C:4](=[CH:9][C:8]=1[NH2:10])[NH:19][CH:18]=[CH:17]2. The yield is 0.140. (3) The reactants are [F:1][C:2]1[CH:3]=[C:4]([C:9]([C:16]2[CH:21]=[C:20]([F:22])[CH:19]=[C:18]([F:23])[CH:17]=2)([C:11]2[N:12]=[CH:13][NH:14][CH:15]=2)O)[CH:5]=[C:6]([F:8])[CH:7]=1.Cl. The catalyst is C(O)C.[Pd]. The product is [F:1][C:2]1[CH:3]=[C:4]([CH:9]([C:16]2[CH:21]=[C:20]([F:22])[CH:19]=[C:18]([F:23])[CH:17]=2)[C:11]2[N:12]=[CH:13][NH:14][CH:15]=2)[CH:5]=[C:6]([F:8])[CH:7]=1. The yield is 0.420. (4) The reactants are [Si:1]([O:8][C@H:9]([C@H:13]([CH3:37])/[CH:14]=[CH:15]/[CH2:16][O:17][C:18]([C:31]1[CH:36]=[CH:35][CH:34]=[CH:33][CH:32]=1)([C:25]1[CH:30]=[CH:29][CH:28]=[CH:27][CH:26]=1)[C:19]1[CH:24]=[CH:23][CH:22]=[CH:21][CH:20]=1)[CH2:10][CH2:11][OH:12])([C:4]([CH3:7])([CH3:6])[CH3:5])([CH3:3])[CH3:2].C(N(CC)CC)C.CC(=CC)C.[O-]Cl=O.[Na+].Cl.[CH3:55][NH:56][O:57][CH3:58].C1CCC(N=C=NC2CCCCC2)CC1. The catalyst is C(Cl)Cl.CS(C)=O.CCOCC.C1COCC1.O.Cl.CN(C1C=CN=CC=1)C. The product is [Si:1]([O:8][C@H:9]([C@H:13]([CH3:37])/[CH:14]=[CH:15]/[CH2:16][O:17][C:18]([C:25]1[CH:30]=[CH:29][CH:28]=[CH:27][CH:26]=1)([C:31]1[CH:36]=[CH:35][CH:34]=[CH:33][CH:32]=1)[C:19]1[CH:20]=[CH:21][CH:22]=[CH:23][CH:24]=1)[CH2:10][C:11]([N:56]([O:57][CH3:58])[CH3:55])=[O:12])([C:4]([CH3:7])([CH3:6])[CH3:5])([CH3:3])[CH3:2]. The yield is 0.730.